From a dataset of TCR-epitope binding with 47,182 pairs between 192 epitopes and 23,139 TCRs. Binary Classification. Given a T-cell receptor sequence (or CDR3 region) and an epitope sequence, predict whether binding occurs between them. (1) The epitope is ILHCANFNV. The TCR CDR3 sequence is CASSQAESSYNEQFF. Result: 0 (the TCR does not bind to the epitope). (2) The epitope is FSKQLQQSM. The TCR CDR3 sequence is CASSPSAAMNTEAFF. Result: 1 (the TCR binds to the epitope). (3) The epitope is KLNVGDYFV. The TCR CDR3 sequence is CASSQGRNEQYF. Result: 1 (the TCR binds to the epitope). (4) The epitope is FRYMNSQGL. The TCR CDR3 sequence is CASSPPSGIYNEQFF. Result: 0 (the TCR does not bind to the epitope). (5) The epitope is KMKDLSPRW. The TCR CDR3 sequence is CASGAGLGGGETQYF. Result: 0 (the TCR does not bind to the epitope). (6) The epitope is MMISAGFSL. The TCR CDR3 sequence is CASSQDRSSLYEQYF. Result: 0 (the TCR does not bind to the epitope). (7) The epitope is YLNTLTLAV. The TCR CDR3 sequence is CASSQENGFNEQFF. Result: 0 (the TCR does not bind to the epitope). (8) The epitope is KRWIILGLNK. The TCR CDR3 sequence is CASSPGTGKNIQYF. Result: 1 (the TCR binds to the epitope). (9) Result: 1 (the TCR binds to the epitope). The TCR CDR3 sequence is CASSQGGGNYEQYF. The epitope is GTSGSPIVNR.